From a dataset of Full USPTO retrosynthesis dataset with 1.9M reactions from patents (1976-2016). Predict the reactants needed to synthesize the given product. (1) The reactants are: Cl[C:2]1[C:7](=[O:8])[N:6]([CH3:9])[CH:5]=[C:4]2[CH2:10][N:11]([CH2:14][CH2:15][C:16]3[CH:25]=[CH:24][C:23]4[C:18](=[CH:19][CH:20]=[CH:21][CH:22]=4)[N:17]=3)[C:12](=[O:13])[C:3]=12.[CH3:26][N:27]1[C:31](B(O)O)=[CH:30][CH:29]=[N:28]1. Given the product [CH3:9][N:6]1[C:7](=[O:8])[C:2]([C:31]2[N:27]([CH3:26])[N:28]=[CH:29][CH:30]=2)=[C:3]2[C:12](=[O:13])[N:11]([CH2:14][CH2:15][C:16]3[CH:25]=[CH:24][C:23]4[C:18](=[CH:19][CH:20]=[CH:21][CH:22]=4)[N:17]=3)[CH2:10][C:4]2=[CH:5]1, predict the reactants needed to synthesize it. (2) Given the product [Br:28][C:25]1[CH:26]=[CH:27][C:22]([O:16][CH2:15][CH:12]2[CH2:11][CH2:10][N:9]([CH2:8][C:3]3([C:2]([F:1])([F:17])[F:18])[CH2:4][CH2:5][CH2:6][CH2:7]3)[CH2:14][CH2:13]2)=[N:23][CH:24]=1, predict the reactants needed to synthesize it. The reactants are: [F:1][C:2]([F:18])([F:17])[C:3]1([CH2:8][N:9]2[CH2:14][CH2:13][CH:12]([CH2:15][OH:16])[CH2:11][CH2:10]2)[CH2:7][CH2:6][CH2:5][CH2:4]1.[H-].[Na+].Br[C:22]1[CH:27]=[CH:26][C:25]([Br:28])=[CH:24][N:23]=1. (3) Given the product [C:1]([O:5][C:6]([N:8]1[C@H:12]([CH2:13][C:14]2[CH:15]=[CH:16][C:17]([C:20]3[CH:21]=[CH:22][CH:23]=[CH:24][CH:25]=3)=[CH:18][CH:19]=2)[CH:11]=[C:10]([CH3:26])[C:9]1=[O:27])=[O:7])([CH3:4])([CH3:2])[CH3:3], predict the reactants needed to synthesize it. The reactants are: [C:1]([O:5][C:6]([N:8]1[C@H:12]([CH2:13][C:14]2[CH:19]=[CH:18][C:17]([C:20]3[CH:25]=[CH:24][CH:23]=[CH:22][CH:21]=3)=[CH:16][CH:15]=2)[CH2:11][C:10](=[CH2:26])[C:9]1=[O:27])=[O:7])([CH3:4])([CH3:3])[CH3:2].C1C=CC(P(C2C=CC=CC=2)C2C=CC=CC=2)=CC=1.C(=O)([O-])O.[Na+]. (4) Given the product [CH3:1][N:2]1[C:10]2[C:5](=[CH:6][CH:7]=[C:8]([NH2:11])[CH:9]=2)[CH:4]=[N:3]1, predict the reactants needed to synthesize it. The reactants are: [CH3:1][N:2]1[C:10]2[C:5](=[CH:6][CH:7]=[C:8]([N+:11]([O-])=O)[CH:9]=2)[CH:4]=[N:3]1.C(O)C. (5) Given the product [CH3:3][CH:2]([N:4]1[C:12](/[CH:13]=[CH:14]/[CH:15]([OH:24])[CH2:16][CH:17]([OH:23])[CH2:18][C:19]([O-:21])=[O:20])=[C:11]([C:25]2[CH:26]=[CH:27][C:28]([F:31])=[CH:29][CH:30]=2)[C:10]2[CH:9]=[CH:8][CH:7]=[CH:6][C:5]1=2)[CH3:1].[Na+:35], predict the reactants needed to synthesize it. The reactants are: [CH3:1][CH:2]([N:4]1[C:12](/[CH:13]=[CH:14]/[C@H:15]([OH:24])[CH2:16][C@H:17]([OH:23])[CH2:18][C:19]([O:21]C)=[O:20])=[C:11]([C:25]2[CH:30]=[CH:29][C:28]([F:31])=[CH:27][CH:26]=2)[C:10]2[C:5]1=[CH:6][CH:7]=[CH:8][CH:9]=2)[CH3:3].CO.[OH-].[Na+:35]. (6) Given the product [CH2:21]([O:1][C:2]1[CH:3]=[CH:4][C:5]2[O:10][C:9]([CH3:11])([CH3:12])[O:8][C:7](=[O:13])[C:6]=2[CH:14]=1)[CH2:22][CH2:17][CH2:18][CH2:19][CH3:20], predict the reactants needed to synthesize it. The reactants are: [OH:1][C:2]1[CH:3]=[CH:4][C:5]2[O:10][C:9]([CH3:12])([CH3:11])[O:8][C:7](=[O:13])[C:6]=2[CH:14]=1.BrC[CH:17]1[CH2:22][CH2:21][CH2:20][CH2:19][CH2:18]1. (7) Given the product [Br:7][C:8]1[CH:9]=[CH:10][C:11]([CH2:12][O:13][C:14]2[CH:19]=[CH:18][C:17]([O:20][C:21]([F:24])([F:22])[F:23])=[CH:16][C:15]=2[CH2:25][CH2:26][N:27]([CH2:28][C:29]2[CH:30]=[CH:31][C:32]([C:33]([O:35][CH3:36])=[O:34])=[CH:37][CH:38]=2)[CH2:42][CH2:43][CH2:44][CH2:45][C:46]([O:48][CH2:49][CH3:1])=[O:47])=[CH:39][CH:40]=1, predict the reactants needed to synthesize it. The reactants are: [C:1](=O)([O-])[O-].[Na+].[Na+].[Br:7][C:8]1[CH:40]=[CH:39][C:11]([CH2:12][O:13][C:14]2[CH:19]=[CH:18][C:17]([O:20][C:21]([F:24])([F:23])[F:22])=[CH:16][C:15]=2[CH2:25][CH2:26][NH:27][CH2:28][C:29]2[CH:38]=[CH:37][C:32]([C:33]([O:35][CH3:36])=[O:34])=[CH:31][CH:30]=2)=[CH:10][CH:9]=1.Br[CH2:42][CH2:43][CH2:44][CH2:45][C:46]([O:48][CH3:49])=[O:47].